Dataset: Full USPTO retrosynthesis dataset with 1.9M reactions from patents (1976-2016). Task: Predict the reactants needed to synthesize the given product. Given the product [N:15]([C:18]1[C:26]2[C:21](=[CH:22][C:23]([O:2][CH3:1])=[CH:24][CH:25]=2)[N:20]([C:27]([NH2:29])=[O:28])[CH:19]=1)=[C:16]=[O:17], predict the reactants needed to synthesize it. The reactants are: [CH3:1][O:2]C1C=C2C(C(C(O)=O)=CN2)=CC=1.[N:15]([C:18]1[C:26]2[C:21](=[CH:22][CH:23]=[CH:24][CH:25]=2)[N:20]([C:27]([NH2:29])=[O:28])[CH:19]=1)=[C:16]=[O:17].